From a dataset of Reaction yield outcomes from USPTO patents with 853,638 reactions. Predict the reaction yield, written as a fraction of the theoretical maximum amount of product (1.0 means a 100% yield; for example, 0.34 means a 34% yield). (1) The reactants are [NH2:1][C:2]1[N:7]=[CH:6][C:5](Br)=[CH:4][N:3]=1.[CH3:9][N:10]([CH2:15][C:16]1[C:24]2[C:19](=[N:20][CH:21]=[CH:22][CH:23]=2)[N:18]([CH3:25])[CH:17]=1)[C:11](=[O:14])[CH:12]=[CH2:13].CC1C=CC=CC=1P(C1C=CC=CC=1C)C1C=CC=CC=1C.CCN(C(C)C)C(C)C. The catalyst is C(#N)CC.CC([O-])=O.CC([O-])=O.[Pd+2]. The product is [NH2:1][C:2]1[N:7]=[CH:6][C:5](/[CH:13]=[CH:12]/[C:11]([N:10]([CH3:9])[CH2:15][C:16]2[C:24]3[C:19](=[N:20][CH:21]=[CH:22][CH:23]=3)[N:18]([CH3:25])[CH:17]=2)=[O:14])=[CH:4][N:3]=1. The yield is 0.180. (2) The reactants are Cl.Cl.[NH:3]1[CH2:8][CH:7]=[C:6]([C:9]2[CH:21]=[CH:20][C:12]([CH2:13][C@@H:14]([C:16]([O:18][CH3:19])=[O:17])[NH2:15])=[CH:11][CH:10]=2)[CH2:5][CH2:4]1.[CH3:22][S:23](Cl)(=[O:25])=[O:24].N1CCCCC1. The catalyst is CN(C)C1C=CN=CC=1.C(Cl)Cl. The product is [CH3:22][S:23]([N:3]1[CH2:4][CH:5]=[C:6]([C:9]2[CH:21]=[CH:20][C:12]([CH2:13][C@@H:14]([C:16]([O:18][CH3:19])=[O:17])[NH2:15])=[CH:11][CH:10]=2)[CH2:7][CH2:8]1)(=[O:25])=[O:24]. The yield is 0.430. (3) The reactants are [C:1]([N:8]1[CH2:13][CH2:12][NH:11][CH2:10][CH2:9]1)([O:3][C:4]([CH3:7])([CH3:6])[CH3:5])=[O:2].[OH-].[Na+].[C:16](Cl)(=[O:23])[C:17]1[CH:22]=[CH:21][CH:20]=[CH:19][CH:18]=1. The catalyst is O1CCOCC1.O.[Cl-].[Na+].O. The product is [C:16]([N:11]1[CH2:10][CH2:9][N:8]([C:1]([O:3][C:4]([CH3:7])([CH3:6])[CH3:5])=[O:2])[CH2:13][CH2:12]1)(=[O:23])[C:17]1[CH:22]=[CH:21][CH:20]=[CH:19][CH:18]=1. The yield is 0.900. (4) The reactants are [F:1][C:2]([F:15])([F:14])[O:3][C:4]1[CH:13]=[CH:12][C:7]2[N:8]=[C:9]([NH2:11])[S:10][C:6]=2[CH:5]=1.[F:16][C:17]1[CH:18]=[C:19]([CH:23]=[C:24]([F:26])[CH:25]=1)[C:20](Cl)=[O:21].Br[CH:28]([CH2:33][CH3:34])[C:29]([O:31]C)=[O:30].COC1C=CC2N=C(N)SC=2C=1.ClC1C=C(C=CC=1)C(Cl)=O.BrCC(OCC)=O. The yield is 0.190. No catalyst specified. The product is [F:16][C:17]1[CH:18]=[C:19]([CH:23]=[C:24]([F:26])[CH:25]=1)[C:20]([N:11]=[C:9]1[N:8]([CH:28]([CH2:33][CH3:34])[C:29]([OH:31])=[O:30])[C:7]2[CH:12]=[CH:13][C:4]([O:3][C:2]([F:1])([F:14])[F:15])=[CH:5][C:6]=2[S:10]1)=[O:21]. (5) The reactants are [CH3:1][N:2]([CH3:13])[C:3]1[CH:8]=[CH:7][NH:6][C:5](=[O:9])[C:4]=1[N+:10]([O-:12])=[O:11].[C:14]1(B(O)O)[CH:19]=[CH:18][CH:17]=[CH:16][CH:15]=1.N1C=CC=CC=1.C(N(CC)CC)C. The catalyst is ClCCl. The product is [CH3:1][N:2]([CH3:13])[C:3]1[CH:8]=[CH:7][N:6]([C:14]2[CH:19]=[CH:18][CH:17]=[CH:16][CH:15]=2)[C:5](=[O:9])[C:4]=1[N+:10]([O-:12])=[O:11]. The yield is 0.880. (6) The reactants are [NH2:1][C:2]1[C:3]([N+:18]([O-])=O)=[C:4]([CH:9]=[C:10]([N:12]2[CH2:17][CH2:16][O:15][CH2:14][CH2:13]2)[CH:11]=1)[C:5]([O:7][CH3:8])=[O:6].C(Cl)Cl.[CH3:24][C:25](O)=O. The catalyst is [Fe]. The product is [CH3:24][C:25]1[NH:18][C:3]2[C:4]([C:5]([O:7][CH3:8])=[O:6])=[CH:9][C:10]([N:12]3[CH2:17][CH2:16][O:15][CH2:14][CH2:13]3)=[CH:11][C:2]=2[N:1]=1. The yield is 0.770.